This data is from Forward reaction prediction with 1.9M reactions from USPTO patents (1976-2016). The task is: Predict the product of the given reaction. Given the reactants [C:1]([C:5]1[CH:10]=[CH:9][C:8]([OH:11])=[C:7]([N+:12]([O-:14])=[O:13])[CH:6]=1)([CH3:4])([CH3:3])[CH3:2].O[CH:16]1[CH2:20][CH2:19][O:18][CH2:17]1.C1(P(C2C=CC=CC=2)C2C=CC=CC=2)C=CC=CC=1.N(C(OCC)=O)=NC(OCC)=O, predict the reaction product. The product is: [C:1]([C:5]1[CH:10]=[CH:9][C:8]([O:11][CH:16]2[CH2:20][CH2:19][O:18][CH2:17]2)=[C:7]([N+:12]([O-:14])=[O:13])[CH:6]=1)([CH3:4])([CH3:2])[CH3:3].